From a dataset of Forward reaction prediction with 1.9M reactions from USPTO patents (1976-2016). Predict the product of the given reaction. (1) Given the reactants [CH:1]1[C:11]2[CH2:10][CH2:9][C:8]3[CH:12]=[CH:13][CH:14]=[CH:15][C:7]=3[C:6](=[CH:16][C:17]3[CH:22]=[CH:21][CH:20]=[CH:19][C:18]=3B(O)O)[C:5]=2[CH:4]=[CH:3][CH:2]=1.Br[C:27]1[C:28]([CH3:33])=[N:29][O:30][C:31]=1[CH3:32], predict the reaction product. The product is: [CH:1]1[C:11]2[CH2:10][CH2:9][C:8]3[CH:12]=[CH:13][CH:14]=[CH:15][C:7]=3[C:6](=[CH:16][C:17]3[CH:22]=[CH:21][CH:20]=[CH:19][C:18]=3[C:27]3[C:28]([CH3:33])=[N:29][O:30][C:31]=3[CH3:32])[C:5]=2[CH:4]=[CH:3][CH:2]=1. (2) The product is: [CH2:51]([N:5]([CH2:1][CH2:2][CH2:3][CH3:4])[C:6]([C:8]1[C:12]([Cl:13])=[C:11]([CH3:14])[N:10]([C:15]2[CH:20]=[CH:19][C:18]([C:21](=[O:36])[NH:22][S:23]([C:26]3[CH:35]=[CH:34][C:33]4[C:28](=[CH:29][CH:30]=[CH:31][CH:32]=4)[CH:27]=3)(=[O:25])=[O:24])=[CH:17][C:16]=2[C:37]([N:39]2[C@H:48]([CH2:49][O:50][CH2:58][CH2:59][CH2:60][O:61][CH3:62])[CH2:47][C:46]3[C:41](=[CH:42][CH:43]=[CH:44][CH:45]=3)[CH2:40]2)=[O:38])[N:9]=1)=[O:7])[CH2:52][CH2:53][CH3:54]. Given the reactants [CH2:1]([N:5]([CH2:51][CH2:52][CH2:53][CH3:54])[C:6]([C:8]1[C:12]([Cl:13])=[C:11]([CH3:14])[N:10]([C:15]2[CH:20]=[CH:19][C:18]([C:21](=[O:36])[NH:22][S:23]([C:26]3[CH:35]=[CH:34][C:33]4[C:28](=[CH:29][CH:30]=[CH:31][CH:32]=4)[CH:27]=3)(=[O:25])=[O:24])=[CH:17][C:16]=2[C:37]([N:39]2[C@H:48]([CH2:49][OH:50])[CH2:47][C:46]3[C:41](=[CH:42][CH:43]=[CH:44][CH:45]=3)[CH2:40]2)=[O:38])[N:9]=1)=[O:7])[CH2:2][CH2:3][CH3:4].[H-].[Na+].Br[CH2:58][CH2:59][CH2:60][O:61][CH3:62], predict the reaction product. (3) Given the reactants [Cl:1][C:2]1[CH:3]=[CH:4][C:5]2[O:10][CH:9]([C:11]([OH:13])=[O:12])[O:8][C:7]([CH:20]3[CH2:25][CH2:24][CH2:23][CH2:22][CH2:21]3)([CH:14]3[CH2:19][CH2:18][CH2:17][CH2:16][CH2:15]3)[C:6]=2[CH:26]=1.[C:27]1(C)C=CC(S(O)(=O)=O)=CC=1.C(=O)(O)[O-].[Na+], predict the reaction product. The product is: [CH3:27][O:12][C:11]([CH:9]1[O:8][C:7]([CH:20]2[CH2:21][CH2:22][CH2:23][CH2:24][CH2:25]2)([CH:14]2[CH2:19][CH2:18][CH2:17][CH2:16][CH2:15]2)[C:6]2[CH:26]=[C:2]([Cl:1])[CH:3]=[CH:4][C:5]=2[O:10]1)=[O:13].